Dataset: Full USPTO retrosynthesis dataset with 1.9M reactions from patents (1976-2016). Task: Predict the reactants needed to synthesize the given product. Given the product [CH2:50]([O:49][C:47]([N:45]1[CH2:46][C:41]2[C:40]([N:52]3[CH2:57][CH2:56][O:55][CH2:54][C@@H:53]3[CH3:58])=[N:39][C:38]([C:18]3[CH:16]=[N:17][C:12]([NH:13][C:14]([NH:29][CH2:34][CH3:33])=[O:61])=[CH:20][N:19]=3)=[N:43][C:42]=2[CH2:44]1)=[O:48])[CH3:51], predict the reactants needed to synthesize it. The reactants are: C(NC(=O)NC1C=CC([C:12]2[N:13]=[C:14]([N:29]3[CH2:34][CH2:33]OC[C@@H]3C)C3C[CH2:20][N:19](C(OC(C)(C)C)=O)[CH2:18][C:16]=3[N:17]=2)=CC=1)C.Cl[C:38]1[N:39]=[C:40]([N:52]2[CH2:57][CH2:56][O:55][CH2:54][C@@H:53]2[CH3:58])[C:41]2[CH2:46][N:45]([C:47]([O:49][CH2:50][CH3:51])=[O:48])[CH2:44][C:42]=2[N:43]=1.CC1(C)C(C)(C)OB(C2N=CC(N)=NC=2)[O:61]1.